This data is from NCI-60 drug combinations with 297,098 pairs across 59 cell lines. The task is: Regression. Given two drug SMILES strings and cell line genomic features, predict the synergy score measuring deviation from expected non-interaction effect. Drug 1: C1CCC(C1)C(CC#N)N2C=C(C=N2)C3=C4C=CNC4=NC=N3. Drug 2: CC=C1C(=O)NC(C(=O)OC2CC(=O)NC(C(=O)NC(CSSCCC=C2)C(=O)N1)C(C)C)C(C)C. Cell line: HCT116. Synergy scores: CSS=36.7, Synergy_ZIP=-0.340, Synergy_Bliss=-1.25, Synergy_Loewe=-33.7, Synergy_HSA=-2.44.